This data is from Reaction yield outcomes from USPTO patents with 853,638 reactions. The task is: Predict the reaction yield, written as a fraction of the theoretical maximum amount of product (1.0 means a 100% yield; for example, 0.34 means a 34% yield). (1) The reactants are [OH:1][C:2]1[N:10]=[CH:9][CH:8]=[CH:7][C:3]=1[C:4](O)=[O:5].B.C1COCC1.CO. The catalyst is C1COCC1. The product is [OH:5][CH2:4][C:3]1[C:2]([OH:1])=[N:10][CH:9]=[CH:8][CH:7]=1. The yield is 0.290. (2) The reactants are [C:1]([Br:5])(Br)(Br)[Br:2].C1(P(C2C=CC=CC=2)C2C=CC=CC=2)C=CC=CC=1.[CH2:25]([CH:27]([CH2:30][CH2:31][CH2:32][CH3:33])[CH:28]=O)[CH3:26]. The catalyst is ClCCl. The product is [Br:2][C:1]([Br:5])=[CH:28][CH:27]([CH2:25][CH3:26])[CH2:30][CH2:31][CH2:32][CH3:33]. The yield is 0.600. (3) The reactants are [CH3:1][O:2][C:3]1[CH:8]=[C:7]([O:9][C:10]2[CH:15]=[CH:14][C:13]([NH:16][C:17](=O)[CH2:18][O:19][C:20]3[CH:21]=[C:22]([CH:27]=[CH:28][CH:29]=3)[C:23]([O:25][CH3:26])=[O:24])=[C:12]([NH:31][CH3:32])[CH:11]=2)[CH:6]=[C:5]([CH3:33])[N:4]=1. The catalyst is C(O)(=O)C. The product is [CH3:1][O:2][C:3]1[CH:8]=[C:7]([O:9][C:10]2[CH:15]=[CH:14][C:13]3[N:16]=[C:17]([CH2:18][O:19][C:20]4[CH:21]=[C:22]([CH:27]=[CH:28][CH:29]=4)[C:23]([O:25][CH3:26])=[O:24])[N:31]([CH3:32])[C:12]=3[CH:11]=2)[CH:6]=[C:5]([CH3:33])[N:4]=1. The yield is 0.990. (4) The reactants are [Cl:1][C:2]1[CH:3]=[C:4]([C:9]2[CH:14]=[CH:13][CH:12]=[C:11]([CH:15]([C:30]3([OH:36])[CH2:35][CH2:34][CH2:33][CH2:32][CH2:31]3)[CH2:16][N:17]3[CH2:22][CH2:21][N:20](C(OC(C)(C)C)=O)[CH2:19][CH2:18]3)[CH:10]=2)[CH:5]=[CH:6][C:7]=1[Cl:8].[ClH:37].CO. The catalyst is C(OCC)C. The product is [ClH:1].[ClH:37].[Cl:1][C:2]1[CH:3]=[C:4]([C:9]2[CH:14]=[CH:13][CH:12]=[C:11]([CH:15]([C:30]3([OH:36])[CH2:31][CH2:32][CH2:33][CH2:34][CH2:35]3)[CH2:16][N:17]3[CH2:22][CH2:21][NH:20][CH2:19][CH2:18]3)[CH:10]=2)[CH:5]=[CH:6][C:7]=1[Cl:8]. The yield is 0.810. (5) The reactants are C(Cl)Cl.[Cl-].[F:5][C:6]1[CH:7]=[C:8]([CH:11]=[C:12]([F:14])[CH:13]=1)[CH2:9][Zn+].Br[C:16]1[CH:17]=[C:18]2[C:24]([NH2:25])=[N:23][NH:22][C:19]2=[N:20][CH:21]=1.O. The catalyst is O1CCCC1. The product is [F:5][C:6]1[CH:7]=[C:8]([CH:11]=[C:12]([F:14])[CH:13]=1)[CH2:9][C:16]1[CH:17]=[C:18]2[C:24]([NH2:25])=[N:23][NH:22][C:19]2=[N:20][CH:21]=1. The yield is 0.930. (6) The product is [Br:1][C:2]1[CH:3]=[C:4]([CH:8]=[CH:9][CH:10]=1)[CH2:5][N:6]([CH3:7])[CH2:21][C:22]([C:24]1[CH:29]=[CH:28][C:27]([CH3:30])=[CH:26][CH:25]=1)=[O:23]. The catalyst is C(Cl)Cl. The yield is 0.980. The reactants are [Br:1][C:2]1[CH:3]=[C:4]([CH:8]=[CH:9][CH:10]=1)[CH2:5][NH:6][CH3:7].C(N(C(C)C)CC)(C)C.Br[CH2:21][C:22]([C:24]1[CH:29]=[CH:28][C:27]([CH3:30])=[CH:26][CH:25]=1)=[O:23]. (7) The reactants are [N+:1]([C:4]1[C:13]2[O:12][CH2:11][CH2:10][O:9][C:8]=2[CH:7]=[CH:6][C:5]=1C(O)=O)([O-:3])=[O:2].C1(P(N=[N+]=[N-])(C2C=CC=CC=2)=[O:24])C=CC=CC=1.C([N:36]([CH2:39]C)CC)C.[C:41]([OH:45])([CH3:44])([CH3:43])[CH3:42]. No catalyst specified. The product is [N+:1]([C:4]1[C:13]2[O:12][CH2:11][CH2:10][O:9][C:8]=2[CH:7]=[CH:6][C:5]=1[NH:36][C:39](=[O:24])[O:45][C:41]([CH3:44])([CH3:43])[CH3:42])([O-:3])=[O:2]. The yield is 0.460. (8) The reactants are [CH2:1]([O:3][C:4](=[O:19])[C:5]([NH:7][C:8]1[CH:13]=[CH:12][C:11]([Br:14])=[CH:10][C:9]=1[C:15]([F:18])([F:17])[F:16])=[O:6])[CH3:2].[N+:20]([O-])([OH:22])=[O:21]. The catalyst is OS(O)(=O)=O. The product is [CH2:1]([O:3][C:4](=[O:19])[C:5]([NH:7][C:8]1[C:9]([C:15]([F:16])([F:17])[F:18])=[CH:10][C:11]([Br:14])=[CH:12][C:13]=1[N+:20]([O-:22])=[O:21])=[O:6])[CH3:2]. The yield is 0.800. (9) The catalyst is C(Cl)Cl. The reactants are [CH3:1][O:2][C:3]1[CH:8]=[CH:7][C:6]([C:9]2[CH:10]=[C:11]3[C:16](=[CH:17][CH:18]=2)[N:15]=[CH:14][N:13]=[C:12]3[C:19]2[CH:20]=[N:21][CH:22]=[C:23]([CH:27]=2)[C:24]([OH:26])=O)=[CH:5][C:4]=1[C:28]([F:31])([F:30])[F:29].CN(C(ON1N=NC2C=CC=CC1=2)=[N+](C)C)C.F[P-](F)(F)(F)(F)F.CCN(C(C)C)C(C)C.C(OC([N:72]1[CH2:77][CH2:76][NH:75][C@@H:74]([CH3:78])[CH2:73]1)=O)(C)(C)C.C(O)(C(F)(F)F)=O. The yield is 0.680. The product is [CH3:1][O:2][C:3]1[CH:8]=[CH:7][C:6]([C:9]2[CH:10]=[C:11]3[C:16](=[CH:17][CH:18]=2)[N:15]=[CH:14][N:13]=[C:12]3[C:19]2[CH:27]=[C:23]([C:24]([N:75]3[CH2:76][CH2:77][NH:72][CH2:73][C@@H:74]3[CH3:78])=[O:26])[CH:22]=[N:21][CH:20]=2)=[CH:5][C:4]=1[C:28]([F:29])([F:31])[F:30]. (10) The reactants are Cl.[NH2:2][CH2:3][C:4]1[CH:9]=[CH:8][C:7](B(O)O)=[CH:6][CH:5]=1.[NH2:13][C:14]1[N:15]=[C:16]([N:25]2[CH2:30][CH2:29][N:28]([C:31](=[O:41])[CH2:32][O:33][C:34]3[CH:39]=[CH:38][C:37]([Cl:40])=[CH:36][CH:35]=3)[CH2:27][CH2:26]2)[C:17]2[N:23]=[C:22](Cl)[CH:21]=[CH:20][C:18]=2[N:19]=1.B(O)O. The catalyst is [Pd].C1C=CC([P]([Pd]([P](C2C=CC=CC=2)(C2C=CC=CC=2)C2C=CC=CC=2)([P](C2C=CC=CC=2)(C2C=CC=CC=2)C2C=CC=CC=2)[P](C2C=CC=CC=2)(C2C=CC=CC=2)C2C=CC=CC=2)(C2C=CC=CC=2)C2C=CC=CC=2)=CC=1. The product is [NH2:13][C:14]1[N:15]=[C:16]([N:25]2[CH2:26][CH2:27][N:28]([C:31](=[O:41])[CH2:32][O:33][C:34]3[CH:39]=[CH:38][C:37]([Cl:40])=[CH:36][CH:35]=3)[CH2:29][CH2:30]2)[C:17]2[N:23]=[C:22]([C:7]3[CH:8]=[CH:9][C:4]([CH2:3][NH2:2])=[CH:5][CH:6]=3)[CH:21]=[CH:20][C:18]=2[N:19]=1. The yield is 0.570.